From a dataset of Full USPTO retrosynthesis dataset with 1.9M reactions from patents (1976-2016). Predict the reactants needed to synthesize the given product. (1) Given the product [C:1]([O:5][C@@H:6]([C:11]1[C:40]([CH3:41])=[C:39]([CH3:42])[C:38]2=[N:43][C:35]3=[CH:36][N:37]2[C:12]=1[N:13]1[CH2:14][CH2:15][C:16]([CH3:50])([O:17][CH2:18][CH2:19][CH2:20][CH2:21][C@H:22]([CH3:47])[O:23][C:24]2[CH:25]=[C:26]([F:46])[C:27]([F:45])=[CH:28][C:29]=2[C:30]2[CH:44]=[C:34]3[CH:33]=[CH:32][CH:31]=2)[CH2:48][CH2:49]1)[C:7]([O:9][CH3:10])=[O:8])([CH3:4])([CH3:2])[CH3:3], predict the reactants needed to synthesize it. The reactants are: [C:1]([O:5][C@@H:6]([C:11]1[C:40]([CH3:41])=[C:39]([CH3:42])[C:38]2=[N:43][C:35]3=[CH:36][N:37]2[C:12]=1[N:13]1[CH2:49][CH2:48][C:16]([CH3:50])([O:17][CH2:18][CH:19]=[CH:20][CH2:21][C@H:22]([CH3:47])[O:23][C:24]2[CH:25]=[C:26]([F:46])[C:27]([F:45])=[CH:28][C:29]=2[C:30]2[CH:44]=[C:34]3[CH:33]=[CH:32][CH:31]=2)[CH2:15][CH2:14]1)[C:7]([O:9][CH3:10])=[O:8])([CH3:4])([CH3:3])[CH3:2].C(O[C@@H](C1C(C)=CC2=NC3=CN2C=1N1CCC(C)(OCCCC[C@H](C)OC2C=C(F)C=CC=2C2C=C3C=CC=2)CC1)C(OC)=O)(C)(C)C. (2) Given the product [F:1][C:2]1[C:3]([NH:17][C:18]2[CH:29]=[CH:28][CH:27]=[CH:26][C:19]=2[C:20]([NH:22][CH:23]([CH3:25])[CH3:24])=[O:21])=[N:4][C:5]([NH:8][C:9]2[CH:10]=[CH:11][C:12]([CH:15]=[O:16])=[CH:13][CH:14]=2)=[N:6][CH:7]=1, predict the reactants needed to synthesize it. The reactants are: [F:1][C:2]1[C:3]([NH:17][C:18]2[CH:29]=[CH:28][CH:27]=[CH:26][C:19]=2[C:20]([NH:22][CH:23]([CH3:25])[CH3:24])=[O:21])=[N:4][C:5]([NH:8][C:9]2[CH:14]=[CH:13][C:12]([CH2:15][OH:16])=[CH:11][CH:10]=2)=[N:6][CH:7]=1. (3) Given the product [C:1]([NH:4][C@H:5]([C:17]([NH:35][CH2:34][CH2:33][CH2:32][CH2:31][C:30]([NH:29][C@H:24]([C:23]([O:22][CH3:21])=[O:37])[CH2:25][CH2:26][S:27][CH3:28])=[O:36])=[O:19])[CH2:6][C:7]1[CH:12]=[CH:11][C:10]([NH2:13])=[C:9]([CH:14]([CH3:15])[CH3:16])[CH:8]=1)(=[O:3])[CH3:2], predict the reactants needed to synthesize it. The reactants are: [C:1]([NH:4][C@H:5]([C:17]([O:19]C)=O)[CH2:6][C:7]1[CH:12]=[CH:11][C:10]([NH2:13])=[C:9]([CH:14]([CH3:16])[CH3:15])[CH:8]=1)(=[O:3])[CH3:2].[CH3:21][O:22][C:23](=[O:37])[CH:24]([NH:29][C:30](=[O:36])[CH2:31][CH2:32][CH2:33][CH2:34][NH2:35])[CH2:25][CH2:26][S:27][CH3:28].Cl.CN(C)CCCN=C=NCC.ON1C2C=CC=CC=2N=N1. (4) Given the product [CH3:1][C:2]1([CH3:22])[C:10]2[C:5](=[N:6][CH:7]=[C:8]([C:11]3[CH:16]=[CH:15][C:14]([C:17]([F:20])([F:18])[F:19])=[CH:13][CH:12]=3)[CH:9]=2)[NH:4][CH2:3]1, predict the reactants needed to synthesize it. The reactants are: [CH3:1][C:2]1([CH3:22])[C:10]2[C:5](=[N:6][CH:7]=[C:8]([C:11]3[CH:16]=[CH:15][C:14]([C:17]([F:20])([F:19])[F:18])=[CH:13][CH:12]=3)[CH:9]=2)[NH:4][C:3]1=O.[H-].[Al+3].[Li+].[H-].[H-].[H-].O.[O-]S([O-])(=O)=O.[Mg+2]. (5) Given the product [F:16][C:9]1[C:10]([CH2:14][OH:15])=[CH:11][CH:12]=[CH:13][C:8]=1[NH:7][C:17](=[O:21])[O:18][CH2:19][CH3:20], predict the reactants needed to synthesize it. The reactants are: C(=O)([O-])[O-].[Na+].[Na+].[NH2:7][C:8]1[C:9]([F:16])=[C:10]([CH2:14][OH:15])[CH:11]=[CH:12][CH:13]=1.[C:17](Cl)(=[O:21])[O:18][CH2:19][CH3:20]. (6) Given the product [C:8]([C:7]([CH3:24])([CH2:14][CH2:15][CH2:16][CH2:17][CH2:18][C:19]([O:21][CH2:22][CH3:23])=[O:20])[C:6]([O:5][CH2:3][CH3:4])=[O:12])(=[O:9])[CH3:10], predict the reactants needed to synthesize it. The reactants are: [H-].[Na+].[CH2:3]([O:5][C:6](=[O:12])[CH2:7][C:8]([CH2:10]C)=[O:9])[CH3:4].Br[CH2:14][CH2:15][CH2:16][CH2:17][CH2:18][C:19]([O:21][CH2:22][CH3:23])=[O:20].[C:24]1(C)C=CC=CC=1. (7) Given the product [NH2:30][C:23]1[C:22]2[N:21]=[C:20]([CH3:31])[N:19]([CH2:18][CH2:17][O:16][CH2:15][CH2:14][NH:13][C:11]([NH:10][C@@H:8]3[CH2:9][C@H:7]3[C:1]3[CH:6]=[CH:5][CH:4]=[CH:3][CH:2]=3)=[O:12])[C:27]=2[C:26]([CH3:28])=[C:25]([CH3:29])[N:24]=1, predict the reactants needed to synthesize it. The reactants are: [C:1]1([C@@H:7]2[CH2:9][C@H:8]2[N:10]=[C:11]=[O:12])[CH:6]=[CH:5][CH:4]=[CH:3][CH:2]=1.[NH2:13][CH2:14][CH2:15][O:16][CH2:17][CH2:18][N:19]1[C:27]2[C:26]([CH3:28])=[C:25]([CH3:29])[N:24]=[C:23]([NH2:30])[C:22]=2[N:21]=[C:20]1[CH3:31].